This data is from NCI-60 drug combinations with 297,098 pairs across 59 cell lines. The task is: Regression. Given two drug SMILES strings and cell line genomic features, predict the synergy score measuring deviation from expected non-interaction effect. (1) Drug 1: CNC(=O)C1=NC=CC(=C1)OC2=CC=C(C=C2)NC(=O)NC3=CC(=C(C=C3)Cl)C(F)(F)F. Drug 2: C(CN)CNCCSP(=O)(O)O. Cell line: OVCAR3. Synergy scores: CSS=-6.39, Synergy_ZIP=6.08, Synergy_Bliss=3.97, Synergy_Loewe=-1.75, Synergy_HSA=-5.48. (2) Drug 1: C1CCC(C1)C(CC#N)N2C=C(C=N2)C3=C4C=CNC4=NC=N3. Drug 2: CS(=O)(=O)OCCCCOS(=O)(=O)C. Cell line: NCI-H322M. Synergy scores: CSS=-5.15, Synergy_ZIP=2.62, Synergy_Bliss=0.0321, Synergy_Loewe=-5.58, Synergy_HSA=-4.42. (3) Drug 1: CN1C(=O)N2C=NC(=C2N=N1)C(=O)N. Drug 2: C1CC(C1)(C2=CC=C(C=C2)C3=C(C=C4C(=N3)C=CN5C4=NNC5=O)C6=CC=CC=C6)N. Cell line: HT29. Synergy scores: CSS=34.5, Synergy_ZIP=4.60, Synergy_Bliss=4.31, Synergy_Loewe=-32.0, Synergy_HSA=1.30. (4) Drug 1: CC1=C2C(C(=O)C3(C(CC4C(C3C(C(C2(C)C)(CC1OC(=O)C(C(C5=CC=CC=C5)NC(=O)OC(C)(C)C)O)O)OC(=O)C6=CC=CC=C6)(CO4)OC(=O)C)O)C)O. Drug 2: CCN(CC)CCCC(C)NC1=C2C=C(C=CC2=NC3=C1C=CC(=C3)Cl)OC. Cell line: SN12C. Synergy scores: CSS=12.1, Synergy_ZIP=-5.00, Synergy_Bliss=1.92, Synergy_Loewe=-1.13, Synergy_HSA=0.136.